Dataset: Forward reaction prediction with 1.9M reactions from USPTO patents (1976-2016). Task: Predict the product of the given reaction. (1) The product is: [C:15]1([CH2:14][C@H:5]([NH:6][CH2:7][CH2:8][CH2:9][S:10]([OH:13])(=[O:11])=[O:12])[C:4]([OH:21])=[O:3])[CH:16]=[CH:17][CH:18]=[CH:19][CH:20]=1. Given the reactants C([O:3][C:4](=[O:21])[C@H:5]([CH2:14][C:15]1[CH:20]=[CH:19][CH:18]=[CH:17][CH:16]=1)[NH:6][CH2:7][CH2:8][CH2:9][S:10]([OH:13])(=[O:12])=[O:11])C, predict the reaction product. (2) Given the reactants N1C2C(=CC=CC=2)C=C1.C([N:17]1[C:29]2[C:28]([OH:30])=[C:27]3[N:31](C(OC(C)(C)C)=O)[C:32]4[CH:33]=[CH:34][C:35]([Br:38])=[CH:36][C:37]=4[C:26]3=[CH:25][C:24]=2[C:23]2[C:18]1=[CH:19][CH:20]=[C:21]([Br:46])[CH:22]=2)(OC(C)(C)C)=O.[CH3:47][O:48][CH2:49][CH2:50][O:51][CH2:52][CH2:53]O, predict the reaction product. The product is: [Br:38][C:35]1[CH:36]=[C:37]2[C:32](=[CH:33][CH:34]=1)[NH:31][C:27]1[C:28]([O:30][CH2:53][CH2:52][O:51][CH2:50][CH2:49][O:48][CH3:47])=[C:29]3[NH:17][C:18]4[CH:19]=[CH:20][C:21]([Br:46])=[CH:22][C:23]=4[C:24]3=[CH:25][C:26]2=1.